This data is from Reaction yield outcomes from USPTO patents with 853,638 reactions. The task is: Predict the reaction yield, written as a fraction of the theoretical maximum amount of product (1.0 means a 100% yield; for example, 0.34 means a 34% yield). (1) The reactants are [CH3:1][O:2][C:3]1[CH:11]=[C:10]2[C:6]([CH2:7][CH2:8][C:9]2=O)=[CH:5][CH:4]=1.[CH3:13][CH2:14][OH:15].[H-].[Na+].C1C[O:21][CH2:20][CH2:19]1. The catalyst is C(OCC)C. The product is [CH2:14]([O:15][C:20](=[O:21])[CH:19]=[C:9]1[C:10]2[C:6](=[CH:5][CH:4]=[C:3]([O:2][CH3:1])[CH:11]=2)[CH2:7][CH2:8]1)[CH3:13]. The yield is 0.470. (2) The reactants are O[C:2]1[C:3]([C:11]2([CH2:32][OH:33])[C:19]3[C:14](=[CH:15][CH:16]=[CH:17][CH:18]=3)[N:13]([CH2:20][C:21]3[CH:30]=[CH:29][C:24]([C:25]([O:27][CH3:28])=[O:26])=[CH:23][CH:22]=3)[C:12]2=[O:31])=[CH:4][C:5]2[O:9][CH2:8][O:7][C:6]=2[CH:10]=1.C1(CCN2C3C(=CC=CC=3)C(C3C(O)=CC4OCOC=4C=3)(CO)C2=O)CC1. No catalyst specified. The product is [O:31]=[C:12]1[C:11]2([C:3]3=[CH:4][C:5]4[O:9][CH2:8][O:7][C:6]=4[CH:10]=[C:2]3[O:33][CH2:32]2)[C:19]2[C:14](=[CH:15][CH:16]=[CH:17][CH:18]=2)[N:13]1[CH2:20][C:21]1[CH:22]=[CH:23][C:24]([C:25]([O:27][CH3:28])=[O:26])=[CH:29][CH:30]=1. The yield is 0.870.